This data is from hERG channel blocking data for cardiac toxicity assessment. The task is: Regression/Classification. Given a drug SMILES string, predict its toxicity properties. Task type varies by dataset: regression for continuous values (e.g., LD50, hERG inhibition percentage) or binary classification for toxic/non-toxic outcomes (e.g., AMES mutagenicity, cardiotoxicity, hepatotoxicity). Dataset: herg. (1) The drug is CN/C(NCCSCc1[nH]cnc1C)=[NH+]\C#N. The result is 0 (non-blocker). (2) The molecule is COc1ccc2c(=O)cc(C(=O)NC3CCN(Cc4ccc5c(c4)OCO5)CC3)oc2c1. The result is 1 (blocker). (3) The drug is C[C@H]1O[C@@H](O[C@H]2[C@@H](O)C[C@H](O[C@H]3[C@@H](O)C[C@H](O[C@H]4CC[C@]5(C)[C@H]6C[C@@H](O)[C@]7(C)[C@@H](C8=CC(=O)OC8)CC[C@]7(O)[C@@H]6CC[C@@H]5C4)O[C@@H]3C)O[C@@H]2C)C[C@H](O)[C@@H]1O. The result is 1 (blocker). (4) The molecule is O=C(O[C@@H]1Cc2c(O)cc(O)cc2O[C@@H]1c1cc(O)c(O)c(O)c1)c1cc(O)c(O)c(O)c1. The result is 1 (blocker). (5) The compound is COCCCC/C(=N\OCC[NH3+])c1ccc(C(F)(F)F)cc1. The result is 1 (blocker). (6) The drug is CC(C)Oc1cc([C@H](C2=CN[C@@H](C(C)(C)O)C=C2)c2ccc[n+]([O-])c2)ccc1OC(F)F. The result is 0 (non-blocker). (7) The compound is N=C1N[C@H]2[C@H](COC(N)=O)NC(=N)N3CCC(O)(O)[C@]23N1. The result is 1 (blocker).